The task is: Regression. Given two drug SMILES strings and cell line genomic features, predict the synergy score measuring deviation from expected non-interaction effect.. This data is from NCI-60 drug combinations with 297,098 pairs across 59 cell lines. Drug 1: CC1C(C(=O)NC(C(=O)N2CCCC2C(=O)N(CC(=O)N(C(C(=O)O1)C(C)C)C)C)C(C)C)NC(=O)C3=C4C(=C(C=C3)C)OC5=C(C(=O)C(=C(C5=N4)C(=O)NC6C(OC(=O)C(N(C(=O)CN(C(=O)C7CCCN7C(=O)C(NC6=O)C(C)C)C)C)C(C)C)C)N)C. Drug 2: CN(CC1=CN=C2C(=N1)C(=NC(=N2)N)N)C3=CC=C(C=C3)C(=O)NC(CCC(=O)O)C(=O)O. Cell line: MALME-3M. Synergy scores: CSS=18.3, Synergy_ZIP=-6.01, Synergy_Bliss=-4.10, Synergy_Loewe=-0.708, Synergy_HSA=-0.303.